Task: Predict the reactants needed to synthesize the given product.. Dataset: Full USPTO retrosynthesis dataset with 1.9M reactions from patents (1976-2016) (1) Given the product [Cl:14][C:9]1[CH:8]=[C:7]([C@H:6]2[C@H:2]([NH:1][CH:30]([CH3:32])[CH3:29])[CH2:3][N:4]([C:15]([CH:17]3[CH2:22][CH2:21][N:20]([C:23]([C:25]4([CH3:28])[CH2:27][CH2:26]4)=[O:24])[CH2:19][CH2:18]3)=[O:16])[CH2:5]2)[CH:12]=[CH:11][C:10]=1[Cl:13], predict the reactants needed to synthesize it. The reactants are: [NH2:1][CH:2]1[CH:6]([C:7]2[CH:12]=[CH:11][C:10]([Cl:13])=[C:9]([Cl:14])[CH:8]=2)[CH2:5][N:4]([C:15]([CH:17]2[CH2:22][CH2:21][N:20]([C:23]([C:25]3([CH3:28])[CH2:27][CH2:26]3)=[O:24])[CH2:19][CH2:18]2)=[O:16])[CH2:3]1.[CH3:29][C:30]([CH3:32])=O.C(O[BH-](OC(=O)C)OC(=O)C)(=O)C.[Na+].C(O)(=O)C. (2) Given the product [Br:10][C:5]1[CH:6]=[C:7]([CH3:9])[CH:8]=[C:2]([CH3:1])[C:3]=1[NH2:4], predict the reactants needed to synthesize it. The reactants are: [CH3:1][C:2]1[CH:8]=[C:7]([CH3:9])[CH:6]=[CH:5][C:3]=1[NH2:4].[Br:10]Br.